From a dataset of Reaction yield outcomes from USPTO patents with 853,638 reactions. Predict the reaction yield, written as a fraction of the theoretical maximum amount of product (1.0 means a 100% yield; for example, 0.34 means a 34% yield). (1) The reactants are Cl[CH2:2][CH2:3][NH:4][C:5]([NH:7][C:8]1[CH:13]=[CH:12][N:11]=[C:10]([Cl:14])[CH:9]=1)=[O:6].[H-].[Na+]. The catalyst is C1COCC1. The product is [Cl:14][C:10]1[CH:9]=[C:8]([N:7]2[CH2:2][CH2:3][NH:4][C:5]2=[O:6])[CH:13]=[CH:12][N:11]=1. The yield is 0.920. (2) The reactants are [OH:1][CH2:2][CH2:3][CH2:4][CH2:5][CH2:6][CH2:7][CH2:8][CH2:9][O:10][C:11]1[CH:18]=[CH:17][CH:16]=[C:15]([N+:19]([O-:21])=[O:20])[C:12]=1[C:13]#[N:14].N1C=CC=CC=1.[C:28](Cl)(=[O:30])[CH3:29]. The catalyst is C(Cl)Cl. The product is [C:28]([O:1][CH2:2][CH2:3][CH2:4][CH2:5][CH2:6][CH2:7][CH2:8][CH2:9][O:10][C:11]1[CH:18]=[CH:17][CH:16]=[C:15]([N+:19]([O-:21])=[O:20])[C:12]=1[C:13]#[N:14])(=[O:30])[CH3:29]. The yield is 1.00. (3) The reactants are [Br:1][C:2]1[CH:7]=[CH:6][C:5]([C:8]2(O)[CH2:13][CH2:12][NH:11][CH2:10][CH2:9]2)=[CH:4][CH:3]=1.[Cl-:15].[Al+3].[Cl-].[Cl-]. The catalyst is ClC1C=CC=CC=1. The product is [Br:1][C:2]1[CH:7]=[CH:6][C:5]([C:8]2([C:2]3[CH:7]=[CH:6][C:5]([Cl:15])=[CH:4][CH:3]=3)[CH2:13][CH2:12][NH:11][CH2:10][CH2:9]2)=[CH:4][CH:3]=1. The yield is 0.920. (4) The reactants are [C:1]([O:5][C@@H:6]([C:11]1[C:40]([CH3:41])=[CH:39][C:38]2=[N:42][C:35]3=[C:36]([Cl:43])[N:37]2[C:12]=1[N:13]1[CH2:49][CH2:48][C:16]([CH3:50])([O:17][CH2:18][CH2:19][CH2:20][CH2:21][C@H:22]([CH3:47])[O:23][C:24]2[CH:25]=[C:26]([CH3:46])[C:27]([F:45])=[CH:28][C:29]=2[C:30]2[CH:44]=[C:34]3[CH:33]=[CH:32][CH:31]=2)[CH2:15][CH2:14]1)[C:7]([O:9]C)=[O:8])([CH3:4])([CH3:3])[CH3:2].C(O[C@@H](C1C(C)=CC2=NC3=CN2C=1N1CCC(C)(OCC=CC[C@H](C)OC2C=C(F)C=CC=2C2C=C3C=CC=2)CC1)C(O)=O)(C)(C)C. No catalyst specified. The product is [C:1]([O:5][C@@H:6]([C:11]1[C:40]([CH3:41])=[CH:39][C:38]2=[N:42][C:35]3=[C:36]([Cl:43])[N:37]2[C:12]=1[N:13]1[CH2:14][CH2:15][C:16]([CH3:50])([O:17][CH2:18][CH2:19][CH2:20][CH2:21][C@H:22]([CH3:47])[O:23][C:24]2[CH:25]=[C:26]([CH3:46])[C:27]([F:45])=[CH:28][C:29]=2[C:30]2[CH:44]=[C:34]3[CH:33]=[CH:32][CH:31]=2)[CH2:48][CH2:49]1)[C:7]([OH:9])=[O:8])([CH3:4])([CH3:2])[CH3:3]. The yield is 0.970. (5) The reactants are Br[C:2]1[CH:3]=[C:4]([N:8]2[CH:12]=[N:11][CH:10]=[N:9]2)[CH:5]=[CH:6][CH:7]=1.[B:13]1([B:13]2[O:18][CH2:17][C:16]([CH3:20])([CH3:19])[CH2:15][O:14]2)[O:18][CH2:17][C:16]([CH3:20])([CH3:19])[CH2:15][O:14]1.C([O-])(=O)C.[K+]. The catalyst is O1CCOCC1.Cl[Pd]Cl.C1(P(C2C=CC=CC=2)[C-]2C=CC=C2)C=CC=CC=1.[C-]1(P(C2C=CC=CC=2)C2C=CC=CC=2)C=CC=C1.[Fe+2]. The product is [CH3:19][C:16]1([CH3:20])[CH2:17][O:18][B:13]([C:2]2[CH:3]=[C:4]([N:8]3[CH:12]=[N:11][CH:10]=[N:9]3)[CH:5]=[CH:6][CH:7]=2)[O:14][CH2:15]1. The yield is 0.430. (6) The reactants are [CH2:1]([O:8][C:9]1[CH:14]=[CH:13][CH:12]=[C:11](Br)[CH:10]=1)[C:2]1[CH:7]=[CH:6][CH:5]=[CH:4][CH:3]=1.[NH:16]1[CH2:21][CH2:20][O:19][CH2:18][CH2:17]1.CC(C)([O-])C.[Na+].C1(C)C=CC=CC=1. The catalyst is C(OCC)(=O)C. The product is [CH2:1]([O:8][C:9]1[CH:10]=[C:11]([N:16]2[CH2:21][CH2:20][O:19][CH2:18][CH2:17]2)[CH:12]=[CH:13][CH:14]=1)[C:2]1[CH:7]=[CH:6][CH:5]=[CH:4][CH:3]=1. The yield is 0.800. (7) The catalyst is C(Cl)Cl. The reactants are [F:1][C:2]1[CH:22]=[C:21]([NH:23][C:24]([C:26]2([C:29](=[O:38])[NH:30][C:31]3[CH:36]=[CH:35][C:34]([F:37])=[CH:33][CH:32]=3)[CH2:28][CH2:27]2)=[O:25])[C:20]([F:39])=[CH:19][C:3]=1[O:4][C:5]1[CH:10]=[CH:9][N:8]=[C:7]([NH:11]C(=O)OC(C)(C)C)[CH:6]=1.C([O-])(O)=O.[Na+]. The product is [NH2:11][C:7]1[CH:6]=[C:5]([O:4][C:3]2[C:2]([F:1])=[CH:22][C:21]([NH:23][C:24]([C:26]3([C:29]([NH:30][C:31]4[CH:32]=[CH:33][C:34]([F:37])=[CH:35][CH:36]=4)=[O:38])[CH2:28][CH2:27]3)=[O:25])=[C:20]([F:39])[CH:19]=2)[CH:10]=[CH:9][N:8]=1. The yield is 0.820.